This data is from Forward reaction prediction with 1.9M reactions from USPTO patents (1976-2016). The task is: Predict the product of the given reaction. (1) Given the reactants [C:1]([N:8]1[C@@H:13]([CH3:14])[CH2:12][CH2:11][CH2:10][CH2:9]1)([O:3][C:4]([CH3:7])([CH3:6])[CH3:5])=[O:2].I([O-])(=O)(=O)=[O:16].[Na+], predict the reaction product. The product is: [C:1]([N:8]1[C@@H:13]([CH3:14])[CH2:12][CH2:11][CH2:10][C:9]1=[O:16])([O:3][C:4]([CH3:7])([CH3:6])[CH3:5])=[O:2]. (2) The product is: [CH3:15][N:10]1[C:11]2[C:7](=[C:6]([N+:3]([O-:5])=[O:4])[CH:14]=[CH:13][CH:12]=2)[CH:8]=[N:9]1. Given the reactants [H-].[Na+].[N+:3]([C:6]1[CH:14]=[CH:13][CH:12]=[C:11]2[C:7]=1[CH:8]=[N:9][NH:10]2)([O-:5])=[O:4].[CH3:15]I.O, predict the reaction product.